Task: Predict the reactants needed to synthesize the given product.. Dataset: Full USPTO retrosynthesis dataset with 1.9M reactions from patents (1976-2016) The reactants are: [C:1]1([CH:7]2[NH:12][CH:11]([C:13](OC)=[O:14])[CH2:10][CH2:9][CH2:8]2)[CH:6]=[CH:5][CH:4]=[CH:3][CH:2]=1.[H-].[Al+3].[Li+].[H-].[H-].[H-]. Given the product [C:1]1([CH:7]2[NH:12][CH:11]([CH2:13][OH:14])[CH2:10][CH2:9][CH2:8]2)[CH:2]=[CH:3][CH:4]=[CH:5][CH:6]=1, predict the reactants needed to synthesize it.